This data is from Reaction yield outcomes from USPTO patents with 853,638 reactions. The task is: Predict the reaction yield, written as a fraction of the theoretical maximum amount of product (1.0 means a 100% yield; for example, 0.34 means a 34% yield). (1) The reactants are [CH3:1][O:2][C:3]1[CH:4]=[C:5]([CH:13]=[C:14]([O:18][CH3:19])[C:15]=1[O:16][CH3:17])[CH:6]=[C:7]1[CH2:11][CH2:10][CH2:9][C:8]1=[O:12].[Cl-:20].[CH3:21][N+:22](=[CH2:24])[CH3:23]. The catalyst is C(#N)C. The product is [ClH:20].[CH3:19][O:18][C:14]1[CH:13]=[C:5]([CH:4]=[C:3]([O:2][CH3:1])[C:15]=1[O:16][CH3:17])[CH:6]=[C:7]1[CH2:11][CH2:10][CH:9]([CH2:21][N:22]([CH3:24])[CH3:23])[C:8]1=[O:12]. The yield is 0.639. (2) The yield is 0.600. The reactants are C([O:3][C:4](=[O:45])[CH:5]([O:7][P:8]([CH2:17][CH2:18][NH:19][C:20]([C:22]1[C:23]2[CH:24]=[CH:25][CH:26]=[N:27][C:28]=2[C:29]([OH:44])=[C:30]2[C:34](=[O:35])[N:33]([CH2:36][C:37]3[CH:42]=[CH:41][C:40]([F:43])=[CH:39][CH:38]=3)[CH2:32][C:31]=12)=[O:21])([O:10]C1C=CC=CC=1)=[O:9])[CH3:6])C.O.[OH-].[Na+]. The product is [F:43][C:40]1[CH:39]=[CH:38][C:37]([CH2:36][N:33]2[C:34](=[O:35])[C:30]3[C:31](=[C:22]([C:20]([NH:19][CH2:18][CH2:17][P:8]([OH:10])([O:7][CH:5]([CH3:6])[C:4]([OH:45])=[O:3])=[O:9])=[O:21])[C:23]4[CH:24]=[CH:25][CH:26]=[N:27][C:28]=4[C:29]=3[OH:44])[CH2:32]2)=[CH:42][CH:41]=1. The catalyst is C(#N)C. (3) The reactants are [Cl:1][C:2]1[C:3]([CH2:8][NH:9][C:10]([C@H:12]2[CH2:17][N:16]3[C:18](=[O:22])[O:19][CH:20]([CH3:21])[C@@H:15]3[CH2:14][CH2:13]2)=O)=[N:4][CH:5]=[CH:6][N:7]=1.O=P(Cl)(Cl)Cl.CN(C=O)C.C(=O)(O)[O-].[Na+]. The catalyst is C(#N)C. The product is [Cl:1][C:2]1[C:3]2[N:4]([C:10]([C@H:12]3[CH2:17][N:16]4[C:18](=[O:22])[O:19][CH:20]([CH3:21])[C@@H:15]4[CH2:14][CH2:13]3)=[N:9][CH:8]=2)[CH:5]=[CH:6][N:7]=1. The yield is 0.950. (4) The reactants are [C:1]([N:5]1[C:9]2=[N:10][C:11](F)=[CH:12][CH:13]=[C:8]2[C:7]([C:15]([OH:17])=O)=[N:6]1)([CH3:4])([CH3:3])[CH3:2].C([N:20](CC)CC)C.CCN=C=NCCCN(C)C.Cl.C1C=N[C:40]2N(O)N=[N:45][C:39]=2[CH:38]=1.C(N)(C)C. The catalyst is C(Cl)Cl.N.CO. The product is [CH:39]([NH:45][C:15]([C:7]1[C:8]2[C:9](=[N:10][C:11]([NH2:20])=[CH:12][CH:13]=2)[N:5]([C:1]([CH3:2])([CH3:3])[CH3:4])[N:6]=1)=[O:17])([CH3:40])[CH3:38]. The yield is 0.430. (5) The reactants are O1CCOCC1.C(=O)([O-])[O-].[Na+].[Na+].CC1(C)C(C)(C)OB([C:21]2[CH:22]=[N:23][C:24]([NH2:27])=[N:25][CH:26]=2)O1.Cl[C:30]1[N:38]=[C:37]2[C:33]([N:34]=[CH:35][N:36]2[CH2:39][CH:40]2[CH2:44][CH2:43][O:42][CH2:41]2)=[C:32]([N:45]2[CH2:50][CH2:49][O:48][CH2:47][CH2:46]2)[N:31]=1. The catalyst is O.C(OCC)(=O)C. The product is [N:45]1([C:32]2[N:31]=[C:30]([C:21]3[CH:26]=[N:25][C:24]([NH2:27])=[N:23][CH:22]=3)[N:38]=[C:37]3[C:33]=2[N:34]=[CH:35][N:36]3[CH2:39][CH:40]2[CH2:44][CH2:43][O:42][CH2:41]2)[CH2:50][CH2:49][O:48][CH2:47][CH2:46]1. The yield is 0.590.